This data is from Peptide-MHC class I binding affinity with 185,985 pairs from IEDB/IMGT. The task is: Regression. Given a peptide amino acid sequence and an MHC pseudo amino acid sequence, predict their binding affinity value. This is MHC class I binding data. (1) The peptide sequence is YTAVVPLVY. The MHC is HLA-B27:05 with pseudo-sequence HLA-B27:05. The binding affinity (normalized) is 0. (2) The peptide sequence is IPLASLTPK. The MHC is HLA-A03:01 with pseudo-sequence HLA-A03:01. The binding affinity (normalized) is 0. (3) The peptide sequence is CTWPEASRY. The MHC is HLA-A02:16 with pseudo-sequence HLA-A02:16. The binding affinity (normalized) is 0.0847. (4) The MHC is HLA-A24:02 with pseudo-sequence HLA-A24:02. The peptide sequence is RAEVSLHEV. The binding affinity (normalized) is 0. (5) The peptide sequence is TPALAARGF. The MHC is HLA-B15:17 with pseudo-sequence HLA-B15:17. The binding affinity (normalized) is 0.329. (6) The peptide sequence is TTLLSLTFIR. The MHC is HLA-A33:01 with pseudo-sequence HLA-A33:01. The binding affinity (normalized) is 0.556. (7) The peptide sequence is NYFKKVDGI. The MHC is HLA-A26:01 with pseudo-sequence HLA-A26:01. The binding affinity (normalized) is 0.